Predict the reaction yield, written as a fraction of the theoretical maximum amount of product (1.0 means a 100% yield; for example, 0.34 means a 34% yield). From a dataset of Reaction yield outcomes from USPTO patents with 853,638 reactions. The yield is 0.670. The catalyst is O1CCCC1. The reactants are [OH-].[Na+].C1(C[O:10][C:11]([C:13]2([NH:19][C:20]([C:22]3[CH:27]=[CH:26][C:25]([C:28]4[N:29]=[C:30]([N:33]5[CH2:38][CH2:37][N:36]([CH3:39])[CH2:35][CH2:34]5)[S:31][CH:32]=4)=[CH:24][CH:23]=3)=[O:21])[CH2:18][CH2:17][CH2:16][CH2:15][CH2:14]2)=[O:12])C=CC=CC=1.CCOCC. The product is [CH3:39][N:36]1[CH2:35][CH2:34][N:33]([C:30]2[S:31][CH:32]=[C:28]([C:25]3[CH:24]=[CH:23][C:22]([C:20]([NH:19][C:13]4([C:11]([OH:12])=[O:10])[CH2:18][CH2:17][CH2:16][CH2:15][CH2:14]4)=[O:21])=[CH:27][CH:26]=3)[N:29]=2)[CH2:38][CH2:37]1.